This data is from Reaction yield outcomes from USPTO patents with 853,638 reactions. The task is: Predict the reaction yield, written as a fraction of the theoretical maximum amount of product (1.0 means a 100% yield; for example, 0.34 means a 34% yield). The reactants are [Cl:1][C:2]1[CH:7]=[C:6]([CH3:8])[CH:5]=[C:4](Cl)[N:3]=1.[CH3:10][O-:11].[Na+]. The catalyst is CO. The yield is 0.610. The product is [Cl:1][C:2]1[CH:7]=[C:6]([CH3:8])[CH:5]=[C:4]([O:11][CH3:10])[N:3]=1.